Dataset: Catalyst prediction with 721,799 reactions and 888 catalyst types from USPTO. Task: Predict which catalyst facilitates the given reaction. Reactant: [C:1]([O:5][C:6]([NH:8][CH:9]([C:12]1[CH:23]=[CH:22][C:15]([C:16]([O:18][CH2:19][CH2:20][CH3:21])=[O:17])=[CH:14][CH:13]=1)[CH2:10][OH:11])=[O:7])([CH3:4])([CH3:3])[CH3:2]. Product: [CH2:19]([O:18][C:16]([CH:15]1[CH2:22][CH2:23][CH:12]([CH:9]([NH:8][C:6]([O:5][C:1]([CH3:2])([CH3:4])[CH3:3])=[O:7])[CH2:10][OH:11])[CH2:13][CH2:14]1)=[O:17])[CH2:20][CH3:21]. The catalyst class is: 5.